This data is from Tyrosyl-DNA phosphodiesterase HTS with 341,365 compounds. The task is: Binary Classification. Given a drug SMILES string, predict its activity (active/inactive) in a high-throughput screening assay against a specified biological target. (1) The drug is S(c1c(C(=O)NC2CCCc3c2cccc3)cccc1)CC(=O)NCCOC. The result is 0 (inactive). (2) The molecule is FC(F)(F)c1cc(N2CCN(CC2)C(=O)c2cc3nc(c(nc3cc2)CC)CC)ccc1. The result is 0 (inactive). (3) The drug is O(CCn1c2c(nc1NC(=O)c1occc1)cccc2)c1ccc(OC)cc1. The result is 0 (inactive).